Dataset: Peptide-MHC class I binding affinity with 185,985 pairs from IEDB/IMGT. Task: Regression. Given a peptide amino acid sequence and an MHC pseudo amino acid sequence, predict their binding affinity value. This is MHC class I binding data. (1) The peptide sequence is ILYKRETTR. The MHC is HLA-A30:02 with pseudo-sequence HLA-A30:02. The binding affinity (normalized) is 0. (2) The peptide sequence is VNGVVRLL. The MHC is H-2-Kb with pseudo-sequence H-2-Kb. The binding affinity (normalized) is 0.165. (3) The peptide sequence is FMKDGRSLV. The MHC is HLA-A02:03 with pseudo-sequence HLA-A02:03. The binding affinity (normalized) is 0.743. (4) The peptide sequence is LADQLIHLHY. The MHC is HLA-B44:02 with pseudo-sequence HLA-B44:02. The binding affinity (normalized) is 0. (5) The peptide sequence is KVADVDLAVPV. The MHC is HLA-B18:01 with pseudo-sequence HLA-B18:01. The binding affinity (normalized) is 0.0847. (6) The peptide sequence is LPGTTLTAL. The MHC is HLA-B07:02 with pseudo-sequence HLA-B07:02. The binding affinity (normalized) is 1.00. (7) The peptide sequence is NSDTVDWSW. The MHC is HLA-B08:01 with pseudo-sequence HLA-B08:01. The binding affinity (normalized) is 0.0847. (8) The peptide sequence is RHQRLHDEL. The MHC is Mamu-B17 with pseudo-sequence Mamu-B17. The binding affinity (normalized) is 0.269. (9) The peptide sequence is CKFNMTGLKR. The MHC is Mamu-B8301 with pseudo-sequence Mamu-B8301. The binding affinity (normalized) is 0.392.